This data is from Forward reaction prediction with 1.9M reactions from USPTO patents (1976-2016). The task is: Predict the product of the given reaction. (1) Given the reactants [O:1]=[C:2]([CH2:8][C:9]([O:11][CH3:12])=[O:10])[CH2:3][C:4]([O:6][CH3:7])=[O:5].Cl[CH:14](C)[CH:15]=O, predict the reaction product. The product is: [CH3:12][O:11][C:9](=[O:10])[CH2:8][C:2]1[O:1][CH:14]=[CH:15][C:3]=1[C:4]([O:6][CH3:7])=[O:5]. (2) Given the reactants [Br:1][C:2]1[CH:3]=[C:4]([C:11]([F:14])([F:13])[F:12])[C:5]([OH:10])=[C:6]([CH:9]=1)[CH:7]=[O:8].[C:15](=O)([O-])[O-].[K+].[K+].COS(=O)(=O)OC.O, predict the reaction product. The product is: [Br:1][C:2]1[CH:3]=[C:4]([C:11]([F:12])([F:13])[F:14])[C:5]([O:10][CH3:15])=[C:6]([CH:9]=1)[CH:7]=[O:8]. (3) Given the reactants C(OC([N:8]1[CH2:13][CH2:12][CH:11]([CH:14]2[O:27][CH2:26][C:25]3[C:24]4[C:19](=[CH:20][CH:21]=[CH:22][CH:23]=4)[C:18](=[O:28])[NH:17][C:16]=3[CH2:15]2)[CH2:10][CH2:9]1)=O)(C)(C)C.[C:29]([Cl:32])(=O)C, predict the reaction product. The product is: [ClH:32].[CH3:29][C:23]1[CH:22]=[CH:21][CH:20]=[C:19]2[C:24]=1[C:25]1[CH2:26][O:27][CH:14]([CH:11]3[CH2:12][CH2:13][NH:8][CH2:9][CH2:10]3)[CH2:15][C:16]=1[NH:17][C:18]2=[O:28].